This data is from Retrosynthesis with 50K atom-mapped reactions and 10 reaction types from USPTO. The task is: Predict the reactants needed to synthesize the given product. (1) Given the product CC(C)(C)OC(=O)N1CCC(c2nc(C(=O)Oc3cccc4ccccc34)cs2)CC1, predict the reactants needed to synthesize it. The reactants are: CC(C)(C)OC(=O)N1CCC(c2nc(C(=O)O)cs2)CC1.Oc1cccc2ccccc12. (2) Given the product Cc1cc(Oc2ncns2)cc2c1C(CC(=O)O)OB2O, predict the reactants needed to synthesize it. The reactants are: CCOC(=O)CC1OB(O)c2cc(Oc3ncns3)cc(C)c21. (3) Given the product N#Cc1cc(NCc2cccc(F)c2)nc(-c2cc(N[C@H]3CC[C@H](N)CC3)ncc2Cl)c1, predict the reactants needed to synthesize it. The reactants are: N#Cc1cc(NCc2cccc(F)c2)nc(-c2cc(F)ncc2Cl)c1.N[C@H]1CC[C@H](N)CC1. (4) Given the product CCON=C(C(=O)O)c1csc(NC(=O)CCl)n1, predict the reactants needed to synthesize it. The reactants are: CCON=C(C(=O)OCC)c1csc(NC(=O)CCl)n1.